Dataset: Reaction yield outcomes from USPTO patents with 853,638 reactions. Task: Predict the reaction yield, written as a fraction of the theoretical maximum amount of product (1.0 means a 100% yield; for example, 0.34 means a 34% yield). (1) The reactants are [C:1]([C:3]([NH:6][C:7]1[CH:12]=[CH:11][C:10]([C:13]2[CH:18]=[CH:17][C:16]([NH:19][C:20](=[O:26])[O:21][C:22]([CH3:25])([CH3:24])[CH3:23])=[CH:15][CH:14]=2)=[CH:9][CH:8]=1)([CH3:5])[CH3:4])#[N:2].[N:27]([C:30]1[CH:37]=[CH:36][C:33]([C:34]#[N:35])=[C:32]([C:38]([F:41])([F:40])[F:39])[CH:31]=1)=[C:28]=[S:29]. The catalyst is C1(C)C=CC=CC=1.CN(C)C1C=CN=CC=1. The product is [C:34]([C:33]1[CH:36]=[CH:37][C:30]([N:27]2[C:1](=[NH:2])[C:3]([CH3:5])([CH3:4])[N:6]([C:7]3[CH:8]=[CH:9][C:10]([C:13]4[CH:18]=[CH:17][C:16]([NH:19][C:20](=[O:26])[O:21][C:22]([CH3:25])([CH3:24])[CH3:23])=[CH:15][CH:14]=4)=[CH:11][CH:12]=3)[C:28]2=[S:29])=[CH:31][C:32]=1[C:38]([F:39])([F:41])[F:40])#[N:35]. The yield is 0.360. (2) The reactants are [Br:1][C:2]1[CH:3]=[C:4]2[C:9](=[C:10]([CH3:12])[CH:11]=1)[N:8]=[CH:7][C:6]([C:13]([O:15]CC)=[O:14])=[C:5]2[OH:18].[OH-].[Na+]. The catalyst is C(O)C. The product is [Br:1][C:2]1[CH:3]=[C:4]2[C:9](=[C:10]([CH3:12])[CH:11]=1)[N:8]=[CH:7][C:6]([C:13]([OH:15])=[O:14])=[C:5]2[OH:18]. The yield is 0.990. (3) The reactants are [CH:1]([O:4][C:5]([N:7]1[CH2:12][CH2:11][CH:10]([O:13][C:14]2[C:19]([CH3:20])=[C:18](Cl)[N:17]=[CH:16][N:15]=2)[CH2:9][CH2:8]1)=[O:6])([CH3:3])[CH3:2].C([Si](C)(C)[O:27][CH2:28][CH2:29][C:30]1[CH:35]=[CH:34][C:33]([OH:36])=[C:32]([F:37])[CH:31]=1)(C)(C)C.C([O-])([O-])=O.[K+].[K+].CCCC[N+](CCCC)(CCCC)CCCC.[F-]. The product is [CH:1]([O:4][C:5]([N:7]1[CH2:12][CH2:11][CH:10]([O:13][C:14]2[C:19]([CH3:20])=[C:18]([O:36][C:33]3[CH:34]=[CH:35][C:30]([CH2:29][CH2:28][OH:27])=[CH:31][C:32]=3[F:37])[N:17]=[CH:16][N:15]=2)[CH2:9][CH2:8]1)=[O:6])([CH3:3])[CH3:2]. The yield is 0.890. The catalyst is CN(C=O)C.C1COCC1.O. (4) The reactants are Br[C:2]1[N:3]=[C:4]2[N:11]([CH2:12][CH2:13][N:14]3[CH2:19][CH2:18][O:17][CH2:16][CH2:15]3)[CH2:10][C:9](=[O:20])[NH:8][C:5]2=[N:6][CH:7]=1.C[Sn](C)(C)[C:23]1[CH:24]=[CH:25][C:26]([C:29]([OH:32])([CH3:31])[CH3:30])=[N:27][CH:28]=1. The product is [OH:32][C:29]([C:26]1[N:27]=[CH:28][C:23]([C:2]2[N:3]=[C:4]3[N:11]([CH2:12][CH2:13][N:14]4[CH2:19][CH2:18][O:17][CH2:16][CH2:15]4)[CH2:10][C:9](=[O:20])[NH:8][C:5]3=[N:6][CH:7]=2)=[CH:24][CH:25]=1)([CH3:31])[CH3:30]. The catalyst is CN(C)C=O.C1C=CC(P(C2C=CC=CC=2)[C-]2C=CC=C2)=CC=1.C1C=CC(P(C2C=CC=CC=2)[C-]2C=CC=C2)=CC=1.Cl[Pd]Cl.[Fe+2]. The yield is 0.260.